Dataset: Forward reaction prediction with 1.9M reactions from USPTO patents (1976-2016). Task: Predict the product of the given reaction. (1) Given the reactants [OH:1][CH2:2][CH2:3][CH2:4][CH2:5][CH2:6][CH2:7][CH2:8][CH2:9][CH2:10][CH2:11][CH2:12][O:13][C:14]1[CH:19]=[CH:18][C:17]([CH2:20][C:21]#[N:22])=[CH:16][C:15]=1[O:23][CH3:24].[CH2:25]1[O:35][C:34]2[CH:33]=[CH:32][C:29]([CH:30]=O)=[CH:28][C:27]=2[O:26]1, predict the reaction product. The product is: [O:35]1[C:34]2[CH:33]=[CH:32][C:29](/[CH:30]=[C:20](/[C:17]3[CH:18]=[CH:19][C:14]([O:13][CH2:12][CH2:11][CH2:10][CH2:9][CH2:8][CH2:7][CH2:6][CH2:5][CH2:4][CH2:3][CH2:2][OH:1])=[C:15]([O:23][CH3:24])[CH:16]=3)\[C:21]#[N:22])=[CH:28][C:27]=2[O:26][CH2:25]1. (2) Given the reactants [Cl:1][C:2]1[CH:7]=[CH:6][C:5]([CH:8]([C:33]2[CH:38]=[CH:37][C:36]([Cl:39])=[CH:35][CH:34]=2)[C:9]2[CH:10]=[C:11]3[C:16](=[CH:17][CH:18]=2)[NH:15][C:14](=[O:19])[CH:13]=[C:12]3[C:20]2[CH2:25][CH2:24][N:23](C(OC(C)(C)C)=O)[CH2:22][CH:21]=2)=[CH:4][CH:3]=1.C(O)(C(F)(F)F)=O, predict the reaction product. The product is: [Cl:39][C:36]1[CH:37]=[CH:38][C:33]([CH:8]([C:5]2[CH:4]=[CH:3][C:2]([Cl:1])=[CH:7][CH:6]=2)[C:9]2[CH:10]=[C:11]3[C:16](=[CH:17][CH:18]=2)[NH:15][C:14](=[O:19])[CH:13]=[C:12]3[C:20]2[CH2:25][CH2:24][NH:23][CH2:22][CH:21]=2)=[CH:34][CH:35]=1. (3) Given the reactants [C:1]([NH2:6])(=[O:5])[CH:2]([CH3:4])[CH3:3].C(Cl)(=O)[C:8](Cl)=[O:9].[CH3:13][N:14]1[CH:18]=[C:17]([C:19]2[CH:24]=[C:23]([O:25][C:26]3[CH:27]=[CH:28][C:29]([NH2:36])=[N:30][C:31]=3[C:32]([F:35])([F:34])[F:33])[CH:22]=[CH:21][N:20]=2)[CH:16]=[N:15]1.CCN(C(C)C)C(C)C.C(Cl)(=O)C(C)C, predict the reaction product. The product is: [CH3:13][N:14]1[CH:18]=[C:17]([C:19]2[CH:24]=[C:23]([O:25][C:26]3[CH:27]=[CH:28][C:29]([NH:36][C:8]([NH:6][C:1](=[O:5])[CH:2]([CH3:4])[CH3:3])=[O:9])=[N:30][C:31]=3[C:32]([F:35])([F:34])[F:33])[CH:22]=[CH:21][N:20]=2)[CH:16]=[N:15]1. (4) Given the reactants C(Cl)CCl.[C:5]([N:12]1[CH2:17][CH2:16][N:15]([CH2:18][C:19]([OH:21])=O)[CH2:14][CH2:13]1)([O:7][C:8]([CH3:11])([CH3:10])[CH3:9])=[O:6].[F:22][C:23]1[CH:24]=[CH:25][C:26]([NH:29][NH2:30])=[N:27][CH:28]=1.C1C=CC2N(O)N=NC=2C=1, predict the reaction product. The product is: [C:8]([O:7][C:5]([N:12]1[CH2:13][CH2:14][N:15]([CH2:18][C:19]([NH:30][NH:29][C:26]2[CH:25]=[CH:24][C:23]([F:22])=[CH:28][N:27]=2)=[O:21])[CH2:16][CH2:17]1)=[O:6])([CH3:9])([CH3:10])[CH3:11]. (5) Given the reactants [Cl:1][C:2]1[C:6]2[CH:7]=[CH:8][C:9]([F:11])=[CH:10][C:5]=2[S:4][C:3]=1[C:12]([OH:14])=O.CN(C(ON1N=[N:30][C:25]2[CH:26]=[CH:27][CH:28]=[N:29][C:24]1=2)=[N+](C)C)C.F[P-](F)(F)(F)(F)F.[CH:39](N(CC)C(C)C)(C)[CH3:40], predict the reaction product. The product is: [ClH:1].[N:29]12[CH2:28][CH2:27][CH:26]([CH2:39][CH2:40]1)[C@H:25]([NH:30][C:12]([C:3]1[S:4][C:5]3[CH:10]=[C:9]([F:11])[CH:8]=[CH:7][C:6]=3[C:2]=1[Cl:1])=[O:14])[CH2:24]2.